From a dataset of Full USPTO retrosynthesis dataset with 1.9M reactions from patents (1976-2016). Predict the reactants needed to synthesize the given product. (1) Given the product [C:32]([O:36][C:37](=[O:38])[N:9]([CH2:10][C:11]1[CH:28]=[CH:27][C:14]([CH2:15][N:16]2[C:24](=[O:25])[C:23]3[C:18](=[CH:19][CH:20]=[CH:21][CH:22]=3)[C:17]2=[O:26])=[CH:13][CH:12]=1)[CH2:8][CH2:7][CH2:6][CH2:5][N:4]([CH2:1][CH2:2][CH3:3])[CH2:29][CH2:30][CH3:31])([CH3:35])([CH3:34])[CH3:33], predict the reactants needed to synthesize it. The reactants are: [CH2:1]([N:4]([CH2:29][CH2:30][CH3:31])[CH2:5][CH2:6][CH2:7][CH2:8][NH:9][CH2:10][C:11]1[CH:28]=[CH:27][C:14]([CH2:15][N:16]2[C:24](=[O:25])[C:23]3[C:18](=[CH:19][CH:20]=[CH:21][CH:22]=3)[C:17]2=[O:26])=[CH:13][CH:12]=1)[CH2:2][CH3:3].[C:32]([O:36][C:37](O[C:37]([O:36][C:32]([CH3:35])([CH3:34])[CH3:33])=[O:38])=[O:38])([CH3:35])([CH3:34])[CH3:33]. (2) Given the product [CH2:7]([NH:8][C:10]1[CH:15]=[CH:14][CH:13]=[CH:12][C:11]=1[N+:16]([O-:18])=[O:17])[C:1]1[CH:6]=[CH:5][CH:4]=[CH:3][CH:2]=1, predict the reactants needed to synthesize it. The reactants are: [C:1]1([CH2:7][NH2:8])[CH:6]=[CH:5][CH:4]=[CH:3][CH:2]=1.F[C:10]1[CH:15]=[CH:14][CH:13]=[CH:12][C:11]=1[N+:16]([O-:18])=[O:17]. (3) Given the product [Br:1][C:2]1[CH:3]=[CH:4][C:5]([O:19][C:15]2[CH:14]=[C:13]([CH:18]=[CH:17][CH:16]=2)[C:11]#[N:12])=[C:6]([CH:7]=[O:8])[CH:9]=1, predict the reactants needed to synthesize it. The reactants are: [Br:1][C:2]1[CH:3]=[CH:4][C:5](F)=[C:6]([CH:9]=1)[CH:7]=[O:8].[C:11]([C:13]1[CH:14]=[C:15]([OH:19])[CH:16]=[CH:17][CH:18]=1)#[N:12].C([O-])([O-])=O.[K+].[K+].